Task: Predict the reactants needed to synthesize the given product.. Dataset: Full USPTO retrosynthesis dataset with 1.9M reactions from patents (1976-2016) (1) Given the product [Cl:45][C:46]1[CH:47]=[C:48]([N:53]2[C:11]([C:7]3[CH:8]=[N:9][CH:10]=[C:5]([O:4][CH:3]([F:2])[F:21])[CH:6]=3)=[CH:12][C:13]([C:14]([OH:16])=[O:15])=[N:54]2)[CH:49]=[CH:50][C:51]=1[F:52], predict the reactants needed to synthesize it. The reactants are: [Li].[F:2][CH:3]([F:21])[O:4][C:5]1[CH:6]=[C:7]([C:11]([O-])=[CH:12][C:13](=O)[C:14]([O:16]CC)=[O:15])[CH:8]=[N:9][CH:10]=1.ClC1C=C(C2N(C3C=CC=CN=3)N=C(C(O)=O)C=2)C=C(F)C=1.Cl.[Cl:45][C:46]1[CH:47]=[C:48]([NH:53][NH2:54])[CH:49]=[CH:50][C:51]=1[F:52]. (2) Given the product [Cl:22][CH2:23][CH2:24][C@H:25]([C:27]1[S:28][CH:29]=[CH:30][CH:31]=1)[OH:26], predict the reactants needed to synthesize it. The reactants are: B1(C)OC(C2C=CC=CC=2)(C2C=CC=CC=2)[C@H]2N1CCC2.[Cl:22][CH2:23][CH2:24][C:25]([C:27]1[S:28][CH:29]=[CH:30][CH:31]=1)=[O:26]. (3) Given the product [CH3:32][N:31]([CH2:30][CH2:29][C:28]([F:34])([F:33])[F:27])[C:24]([C@H:22]1[CH2:21][CH2:20][C:19]2[C:12]3[C:11]([NH:10][C:8]4[CH:9]=[C:4]5[CH:3]=[N:2][NH:1][C:5]5=[CH:6][N:7]=4)=[N:16][CH:15]=[N:14][C:13]=3[S:17][C:18]=2[CH2:23]1)=[O:25], predict the reactants needed to synthesize it. The reactants are: [NH:1]1[C:5]2=[CH:6][N:7]=[C:8]([NH:10][C:11]3[C:12]4[C:19]5[CH2:20][CH2:21][C@H:22]([C:24](O)=[O:25])[CH2:23][C:18]=5[S:17][C:13]=4[N:14]=[CH:15][N:16]=3)[CH:9]=[C:4]2[CH:3]=[N:2]1.[F:27][C:28]([F:34])([F:33])[CH2:29][CH2:30][NH:31][CH3:32]. (4) Given the product [Cl:32][C:6]1[CH:5]=[C:4]([C:33]2[CH:34]=[CH:35][C:36]([C:39]([N:41]3[CH2:46][CH2:45][CH:44]([C:47]([F:50])([F:48])[F:49])[CH2:43][CH2:42]3)=[O:40])=[CH:37][CH:38]=2)[CH:3]=[C:2]([Cl:1])[C:7]=1[CH2:8][C@@H:9]1[CH2:13][CH2:12][N:11]([N:14]2[CH2:19][CH2:18][CH:17]([OH:20])[CH2:16][CH2:15]2)[C:10]1=[O:31], predict the reactants needed to synthesize it. The reactants are: [Cl:1][C:2]1[CH:3]=[C:4]([C:33]2[CH:38]=[CH:37][C:36]([C:39]([N:41]3[CH2:46][CH2:45][CH:44]([C:47]([F:50])([F:49])[F:48])[CH2:43][CH2:42]3)=[O:40])=[CH:35][CH:34]=2)[CH:5]=[C:6]([Cl:32])[C:7]=1[CH2:8][C@@H:9]1[CH2:13][CH2:12][N:11]([N:14]2[CH2:19][CH2:18][CH:17]([O:20][Si](C(C)C)(C(C)C)C(C)C)[CH2:16][CH2:15]2)[C:10]1=[O:31].C1COCC1.O.C(O)(C(F)(F)F)=O. (5) Given the product [OH:6][CH2:7][CH2:8][N:9]1[CH2:14][CH2:13][CH2:12][CH2:11][N:10]1[C:15]1[C:24]2[C:19](=[CH:20][CH:21]=[CH:22][CH:23]=2)[C:18]([C:25]#[N:26])=[CH:17][CH:16]=1, predict the reactants needed to synthesize it. The reactants are: CC([Si](C)(C)[O:6][CH2:7][CH2:8][N:9]1[CH2:14][CH2:13][CH2:12][CH2:11][N:10]1[C:15]1[C:24]2[C:19](=[CH:20][CH:21]=[CH:22][CH:23]=2)[C:18]([C:25]#[N:26])=[CH:17][CH:16]=1)(C)C.C1(C)C=CC(S([O-])(=O)=O)=CC=1.[NH+]1C=CC=CC=1. (6) Given the product [CH:13]1[C:8]([C:6]([C:5]2[CH:15]=[CH:16][C:2]([F:1])=[C:3]([S:23]([O-:26])(=[O:25])=[O:24])[CH:4]=2)=[O:7])=[CH:9][C:10]([S:28]([O-:30])(=[O:29])=[O:27])=[C:11]([F:14])[CH:12]=1.[Na+:19].[Na+:19], predict the reactants needed to synthesize it. The reactants are: [F:1][C:2]1[CH:16]=[CH:15][C:5]([C:6]([C:8]2[CH:13]=[CH:12][C:11]([F:14])=[CH:10][CH:9]=2)=[O:7])=[CH:4][CH:3]=1.O.[OH-].[Na+:19].[Na+].[Cl-].O[S:23]([OH:26])(=[O:25])=[O:24].[O:27]=[S:28](=[O:30])=[O:29]. (7) Given the product [CH2:12]([CH:19]1[CH2:20][CH2:21][N:22]([C:25]2[CH:26]=[C:27]([NH:31][C:9]([C:7]3[O:8][C:4]([N+:1]([O-:3])=[O:2])=[CH:5][CH:6]=3)=[O:10])[CH:28]=[CH:29][CH:30]=2)[CH2:23][CH2:24]1)[C:13]1[CH:14]=[CH:15][CH:16]=[CH:17][CH:18]=1, predict the reactants needed to synthesize it. The reactants are: [N+:1]([C:4]1[O:8][C:7]([C:9](Cl)=[O:10])=[CH:6][CH:5]=1)([O-:3])=[O:2].[CH2:12]([CH:19]1[CH2:24][CH2:23][N:22]([C:25]2[CH:26]=[C:27]([NH2:31])[CH:28]=[CH:29][CH:30]=2)[CH2:21][CH2:20]1)[C:13]1[CH:18]=[CH:17][CH:16]=[CH:15][CH:14]=1.CCN(CC)CC. (8) Given the product [C:19]1([CH3:22])[CH:20]=[CH:21][C:16]([C:14]2[N:23]=[N:24][N:25]([CH2:7][C:8]3[CH:13]=[CH:12][CH:11]=[CH:10][N:9]=3)[CH:15]=2)=[CH:17][CH:18]=1, predict the reactants needed to synthesize it. The reactants are: CC(O)(C)C.Br[CH2:7][C:8]1[CH:13]=[CH:12][CH:11]=[CH:10][N:9]=1.[C:14]([C:16]1[CH:21]=[CH:20][C:19]([CH3:22])=[CH:18][CH:17]=1)#[CH:15].[N-:23]=[N+:24]=[N-:25].[Na+].